This data is from Forward reaction prediction with 1.9M reactions from USPTO patents (1976-2016). The task is: Predict the product of the given reaction. (1) Given the reactants S(=O)(=O)(O)O.[N:6]1([C:12]2[CH:19]=[C:18]([N+:20]([O-:22])=[O:21])[CH:17]=[CH:16][C:13]=2[C:14]#N)[CH2:11][CH2:10][O:9][CH2:8][CH2:7]1.C(=O)(O)[O-:24].[Na+].[CH2:28]([OH:30])[CH3:29], predict the reaction product. The product is: [N:6]1([C:12]2[CH:19]=[C:18]([N+:20]([O-:22])=[O:21])[CH:17]=[CH:16][C:13]=2[C:14]([O:30][CH2:28][CH3:29])=[O:24])[CH2:11][CH2:10][O:9][CH2:8][CH2:7]1. (2) Given the reactants Br[C:2]1[C:3]([O:25][CH3:26])=[C:4]([C:9]2[N:13]=[C:12]([C:14]3[CH:15]=[C:16]([Cl:24])[C:17]([O:20][CH:21]([CH3:23])[CH3:22])=[N:18][CH:19]=3)[O:11][N:10]=2)[CH:5]=[C:6]([F:8])[CH:7]=1.C(P(C(C)(C)C)C(C)(C)C)(C)(C)C.C(=O)([O-])[O-].[Cs+].[Cs+].Br[Zn][CH2:48][CH2:49][C:50]([O:52][CH2:53][CH3:54])=[O:51], predict the reaction product. The product is: [Cl:24][C:16]1[CH:15]=[C:14]([C:12]2[O:11][N:10]=[C:9]([C:4]3[C:3]([O:25][CH3:26])=[C:2]([CH2:48][CH2:49][C:50]([O:52][CH2:53][CH3:54])=[O:51])[CH:7]=[C:6]([F:8])[CH:5]=3)[N:13]=2)[CH:19]=[N:18][C:17]=1[O:20][CH:21]([CH3:23])[CH3:22]. (3) Given the reactants [NH2:1][C:2]1[CH:3]=[N:4][NH:5][C:6]=1[C:7]([O-:9])=[O:8].[C:10]1(B(O)O)[CH:15]=[CH:14][CH:13]=[CH:12][CH:11]=1.P([O-])([O-])([O-])=O.[K+].[K+].[K+].O1CCO[CH2:29][CH2:28]1, predict the reaction product. The product is: [NH2:1][C:2]1[C:3]([C:10]2[CH:15]=[CH:14][CH:13]=[CH:12][CH:11]=2)=[N:4][NH:5][C:6]=1[C:7]([O:9][CH2:28][CH3:29])=[O:8]. (4) Given the reactants [CH2:1]([O:3][C:4]([CH:6]1[CH2:13][CH:12]2[N:14](CC3C=CC=CC=3)[CH:8]([CH2:9][C:10](=[O:22])[CH2:11]2)[CH2:7]1)=[O:5])[CH3:2].[H][H], predict the reaction product. The product is: [CH2:1]([O:3][C:4]([CH:6]1[CH2:13][CH:12]2[NH:14][CH:8]([CH2:9][C:10](=[O:22])[CH2:11]2)[CH2:7]1)=[O:5])[CH3:2]. (5) Given the reactants [NH2:1][C:2]1[CH:10]=[CH:9][CH:8]=[C:7]2[C:3]=1[CH:4]=[N:5][N:6]2[C:11]([O:13][CH3:14])=[O:12].[C:15](Cl)(Cl)=[O:16].[CH:19]12[N:26]([C:27]3[CH:34]=[CH:33][C:30]([CH2:31][NH2:32])=[CH:29][C:28]=3[C:35]([F:38])([F:37])[F:36])[CH:23]([CH2:24][CH2:25]1)[CH2:22][CH2:21][CH2:20]2, predict the reaction product. The product is: [CH:23]12[N:26]([C:27]3[CH:34]=[CH:33][C:30]([CH2:31][NH:32][C:15]([NH:1][C:2]4[CH:10]=[CH:9][CH:8]=[C:7]5[C:3]=4[CH:4]=[N:5][N:6]5[C:11]([O:13][CH3:14])=[O:12])=[O:16])=[CH:29][C:28]=3[C:35]([F:38])([F:36])[F:37])[CH:19]([CH2:25][CH2:24]1)[CH2:20][CH2:21][CH2:22]2.